From a dataset of Forward reaction prediction with 1.9M reactions from USPTO patents (1976-2016). Predict the product of the given reaction. (1) Given the reactants Cl.[NH2:2][CH2:3][C:4]([C:6]1[CH:11]=[CH:10][CH:9]=[CH:8][CH:7]=1)=[O:5].CCN(CC)CC.[C:19]1([S:25](Cl)(=[O:27])=[O:26])[CH:24]=[CH:23][CH:22]=[CH:21][CH:20]=1, predict the reaction product. The product is: [O:5]=[C:4]([C:6]1[CH:11]=[CH:10][CH:9]=[CH:8][CH:7]=1)[CH2:3][NH:2][S:25]([C:19]1[CH:24]=[CH:23][CH:22]=[CH:21][CH:20]=1)(=[O:27])=[O:26]. (2) Given the reactants [C:1]([O:5][C:6]([NH:8][C@H:9]([CH2:29][C:30]1[CH:35]=[C:34]([F:36])[C:33]([F:37])=[CH:32][C:31]=1[F:38])[CH2:10][C:11]([N:13]1[CH2:18][CH2:17][N:16]2[C:19]([C:25]([F:28])([F:27])[F:26])=[N:20][C:21]([C:22](O)=[O:23])=[C:15]2[CH2:14]1)=[O:12])=[O:7])([CH3:4])([CH3:3])[CH3:2].Cl.[N:40]1([C:46](=[O:48])[CH3:47])[CH2:45][CH2:44][NH:43][CH2:42][CH2:41]1.O=C1N([ClH]P([ClH]N2CCOC2=O)=O)CCO1.C(N(CC)CC)C, predict the reaction product. The product is: [C:1]([O:5][C:6](=[O:7])[NH:8][C@H:9]([CH2:29][C:30]1[CH:35]=[C:34]([F:36])[C:33]([F:37])=[CH:32][C:31]=1[F:38])[CH2:10][C:11]([N:13]1[CH2:18][CH2:17][N:16]2[C:19]([C:25]([F:26])([F:28])[F:27])=[N:20][C:21]([C:22]([N:43]3[CH2:44][CH2:45][N:40]([C:46](=[O:48])[CH3:47])[CH2:41][CH2:42]3)=[O:23])=[C:15]2[CH2:14]1)=[O:12])([CH3:3])([CH3:4])[CH3:2].